Dataset: Forward reaction prediction with 1.9M reactions from USPTO patents (1976-2016). Task: Predict the product of the given reaction. (1) The product is: [C:11]([C:12]1[CH:13]=[C:14]([CH:15]=[C:16]([N+:18]([O-:20])=[O:19])[CH:17]=1)[C:21]([OH:23])=[O:22])(=[O:25])[CH3:5]. Given the reactants C(OC(=O)[CH:5]([C:11](=[O:25])[C:12]1[CH:17]=[C:16]([N+:18]([O-:20])=[O:19])[CH:15]=[C:14]([C:21]([O:23]C)=[O:22])[CH:13]=1)C(OCC)=O)C.OS(O)(=O)=O, predict the reaction product. (2) Given the reactants [CH3:1][C:2]([C:4]1[CH:9]=[CH:8][CH:7]=[C:6]([F:10])[C:5]=1[F:11])=O.[CH3:12][C:13]([S@:16]([NH2:18])=[O:17])([CH3:15])[CH3:14], predict the reaction product. The product is: [F:11][C:5]1[C:6]([F:10])=[CH:7][CH:8]=[CH:9][C:4]=1/[C:2](=[N:18]\[S@@:16]([C:13]([CH3:15])([CH3:14])[CH3:12])=[O:17])/[CH3:1]. (3) Given the reactants [C:1]([O:5][C:6]([N:8]([CH2:31][C@@H:32]([C:34]1[CH:39]=[CH:38][CH:37]=[C:36]([Cl:40])[CH:35]=1)[OH:33])[CH2:9][CH2:10][C:11]1[CH:16]=[CH:15][C:14]([C:17]2[CH:18]=[C:19]3[C:24](=[CH:25][CH:26]=2)[CH:23]=[C:22]([C:27]([O:29]C)=[O:28])[CH:21]=[CH:20]3)=[CH:13][CH:12]=1)=[O:7])([CH3:4])([CH3:3])[CH3:2].[OH-].[Na+].Cl.C(Cl)(Cl)Cl.CO, predict the reaction product. The product is: [C:1]([O:5][C:6]([N:8]([CH2:31][C@@H:32]([C:34]1[CH:39]=[CH:38][CH:37]=[C:36]([Cl:40])[CH:35]=1)[OH:33])[CH2:9][CH2:10][C:11]1[CH:12]=[CH:13][C:14]([C:17]2[CH:18]=[C:19]3[C:24](=[CH:25][CH:26]=2)[CH:23]=[C:22]([C:27]([OH:29])=[O:28])[CH:21]=[CH:20]3)=[CH:15][CH:16]=1)=[O:7])([CH3:4])([CH3:2])[CH3:3]. (4) Given the reactants [Cl:1][C:2]1[N:3]=[CH:4][N:5]([C:9]2[C:14]([F:15])=[CH:13][CH:12]=[CH:11][C:10]=2[F:16])[C:6]=1[CH2:7][OH:8], predict the reaction product. The product is: [Cl:1][C:2]1[N:3]=[CH:4][N:5]([C:9]2[C:14]([F:15])=[CH:13][CH:12]=[CH:11][C:10]=2[F:16])[C:6]=1[CH:7]=[O:8]. (5) Given the reactants [CH2:1]([CH:3]1[CH2:8][CH2:7][CH:6]([N:9]2[CH:13]=[C:12]([CH2:14][OH:15])[N:11]=[CH:10]2)[CH2:5][CH2:4]1)[CH3:2].C(=O)(O)[O-].[Na+].II.S([O-])([O-])(=O)=S.[Na+].[Na+], predict the reaction product. The product is: [CH2:1]([C@H:3]1[CH2:4][CH2:5][C@H:6]([N:9]2[CH:13]=[C:12]([CH:14]=[O:15])[N:11]=[CH:10]2)[CH2:7][CH2:8]1)[CH3:2]. (6) Given the reactants CC1C2COC(=O)C=2C=CC=1[C@@H]1CO1.[OH:15][CH:16]([C:33]1[C:34]([CH3:43])=[C:35]2[C:39](=[CH:40][CH:41]=1)[C:38](=[O:42])[O:37][CH2:36]2)[CH2:17][N:18]1[CH2:23][CH2:22][N:21]([C:24]([O:26][C:27]([CH3:30])([CH3:29])[CH3:28])=[O:25])[CH2:20][C@H:19]1[CH2:31][OH:32], predict the reaction product. The product is: [OH:15][C@H:16]([C:33]1[C:34]([CH3:43])=[C:35]2[C:39](=[CH:40][CH:41]=1)[C:38](=[O:42])[O:37][CH2:36]2)[CH2:17][N:18]1[CH2:23][CH2:22][N:21]([C:24]([O:26][C:27]([CH3:28])([CH3:29])[CH3:30])=[O:25])[CH2:20][C@H:19]1[CH2:31][OH:32]. (7) Given the reactants [S:1]1[CH:5]=[CH:4][CH:3]=[C:2]1[S:6](Cl)(=[O:8])=[O:7].[NH2:10][C:11]1[C:15]([Br:16])=[C:14]([CH3:17])[O:13][N:12]=1, predict the reaction product. The product is: [Br:16][C:15]1[C:11]([NH:10][S:6]([C:2]2[S:1][CH:5]=[CH:4][CH:3]=2)(=[O:8])=[O:7])=[N:12][O:13][C:14]=1[CH3:17]. (8) Given the reactants Br[C:2]1[CH:3]=[CH:4][C:5]2[S:9][C:8]([CH2:10][CH2:11][CH2:12][Br:13])=[C:7]([CH3:14])[C:6]=2[CH:15]=1.[Br:16]C1C=CC2C(C)=C(CCCO)SC=2C=1, predict the reaction product. The product is: [Br:16][C:3]1[CH:2]=[CH:15][C:6]2[C:7]([CH3:14])=[C:8]([CH2:10][CH2:11][CH2:12][Br:13])[S:9][C:5]=2[CH:4]=1. (9) Given the reactants [CH3:1][O:2][C:3]([CH3:8])([CH3:7])[CH2:4][CH2:5][OH:6].[CH:9]([CH:11]=[CH2:12])=[O:10], predict the reaction product. The product is: [CH3:1][O:2][C:3]([CH3:8])([CH3:7])[CH2:4][CH2:5][O:6][CH2:12][CH2:11][CH:9]=[O:10]. (10) Given the reactants [CH2:1]([NH:3][C:4](=[O:27])[C@@H:5]([NH:9][C:10](=[O:26])[C:11]1[CH:16]=[CH:15][C:14]([C:17]#[C:18][C:19]2[CH:24]=[CH:23][CH:22]=[CH:21][CH:20]=2)=[CH:13][C:12]=1[OH:25])[C@H:6](O)[CH3:7])[CH3:2].S(Cl)(Cl)=O.CO, predict the reaction product. The product is: [CH2:1]([NH:3][C:4]([C@@H:5]1[C@@H:6]([CH3:7])[O:26][C:10]([C:11]2[CH:16]=[CH:15][C:14]([C:17]#[C:18][C:19]3[CH:24]=[CH:23][CH:22]=[CH:21][CH:20]=3)=[CH:13][C:12]=2[OH:25])=[N:9]1)=[O:27])[CH3:2].